From a dataset of Full USPTO retrosynthesis dataset with 1.9M reactions from patents (1976-2016). Predict the reactants needed to synthesize the given product. The reactants are: C(N(CC)CC)C.[CH:8]([S:11]([C:14]1[CH:19]=[CH:18][C:17]([C:20]2[N:21]=[C:22]([C:41]#[CH:42])[C:23]([N:26](C(OC(C)(C)C)=O)C(=O)OC(C)(C)C)=[N:24][CH:25]=2)=[CH:16][CH:15]=1)(=[O:13])=[O:12])([CH3:10])[CH3:9].Br[C:44]1[CH:45]=[C:46]([CH:50]=[CH:51][CH:52]=1)[C:47]([NH2:49])=[O:48].C(O)(C(F)(F)F)=O. Given the product [NH2:26][C:23]1[C:22]([C:41]#[C:42][C:44]2[CH:45]=[C:46]([CH:50]=[CH:51][CH:52]=2)[C:47]([NH2:49])=[O:48])=[N:21][C:20]([C:17]2[CH:16]=[CH:15][C:14]([S:11]([CH:8]([CH3:9])[CH3:10])(=[O:13])=[O:12])=[CH:19][CH:18]=2)=[CH:25][N:24]=1, predict the reactants needed to synthesize it.